From a dataset of Peptide-MHC class II binding affinity with 134,281 pairs from IEDB. Regression. Given a peptide amino acid sequence and an MHC pseudo amino acid sequence, predict their binding affinity value. This is MHC class II binding data. (1) The peptide sequence is RFFVWGDEVPLLTKF. The MHC is DRB1_0401 with pseudo-sequence DRB1_0401. The binding affinity (normalized) is 0.603. (2) The peptide sequence is TMAGCGYLMFL. The MHC is DRB3_0202 with pseudo-sequence DRB3_0202. The binding affinity (normalized) is 0. (3) The peptide sequence is LPKPPKPVSKMRMATPLLMQALPM. The MHC is DRB1_0101 with pseudo-sequence DRB1_0101. The binding affinity (normalized) is 1.00.